Dataset: TCR-epitope binding with 47,182 pairs between 192 epitopes and 23,139 TCRs. Task: Binary Classification. Given a T-cell receptor sequence (or CDR3 region) and an epitope sequence, predict whether binding occurs between them. The epitope is LEPLVDLPI. The TCR CDR3 sequence is CATTKEQGDYGYTF. Result: 0 (the TCR does not bind to the epitope).